This data is from NCI-60 drug combinations with 297,098 pairs across 59 cell lines. The task is: Regression. Given two drug SMILES strings and cell line genomic features, predict the synergy score measuring deviation from expected non-interaction effect. (1) Drug 1: C1=CN(C=N1)CC(O)(P(=O)(O)O)P(=O)(O)O. Drug 2: CC(C)(C#N)C1=CC(=CC(=C1)CN2C=NC=N2)C(C)(C)C#N. Cell line: NCI/ADR-RES. Synergy scores: CSS=-3.70, Synergy_ZIP=-1.14, Synergy_Bliss=-6.80, Synergy_Loewe=-4.25, Synergy_HSA=-6.85. (2) Drug 1: C1CCC(C1)C(CC#N)N2C=C(C=N2)C3=C4C=CNC4=NC=N3. Drug 2: CC1=CC=C(C=C1)C2=CC(=NN2C3=CC=C(C=C3)S(=O)(=O)N)C(F)(F)F. Cell line: SN12C. Synergy scores: CSS=7.82, Synergy_ZIP=-1.60, Synergy_Bliss=-0.897, Synergy_Loewe=-1.25, Synergy_HSA=-0.165. (3) Drug 1: CC1=C(C(=CC=C1)Cl)NC(=O)C2=CN=C(S2)NC3=CC(=NC(=N3)C)N4CCN(CC4)CCO. Drug 2: COCCOC1=C(C=C2C(=C1)C(=NC=N2)NC3=CC=CC(=C3)C#C)OCCOC.Cl. Cell line: MDA-MB-231. Synergy scores: CSS=14.9, Synergy_ZIP=-7.12, Synergy_Bliss=1.69, Synergy_Loewe=-6.89, Synergy_HSA=2.49. (4) Drug 1: C1=CC(=CC=C1CC(C(=O)O)N)N(CCCl)CCCl.Cl. Drug 2: C1=NC2=C(N1)C(=S)N=C(N2)N. Cell line: NCI-H322M. Synergy scores: CSS=11.7, Synergy_ZIP=-5.18, Synergy_Bliss=1.20, Synergy_Loewe=-17.8, Synergy_HSA=-3.61. (5) Drug 1: C1C(C(OC1N2C=NC3=C(N=C(N=C32)Cl)N)CO)O. Drug 2: C1=NC(=NC(=O)N1C2C(C(C(O2)CO)O)O)N. Cell line: SF-268. Synergy scores: CSS=19.2, Synergy_ZIP=-4.38, Synergy_Bliss=1.80, Synergy_Loewe=-2.81, Synergy_HSA=-1.99.